This data is from Catalyst prediction with 721,799 reactions and 888 catalyst types from USPTO. The task is: Predict which catalyst facilitates the given reaction. (1) Reactant: [CH3:1][C:2]([CH3:26])([CH2:18][O:19]C1CCCCO1)[CH2:3][N:4]1[CH:8]=[C:7]([B:9]2[O:13][C:12]([CH3:15])([CH3:14])[C:11]([CH3:17])([CH3:16])[O:10]2)[CH:6]=[N:5]1.CC1C=CC(S(O)(=O)=O)=CC=1.O.C([O-])(O)=O.[Na+]. Product: [CH3:1][C:2]([CH3:26])([CH2:3][N:4]1[CH:8]=[C:7]([B:9]2[O:13][C:12]([CH3:15])([CH3:14])[C:11]([CH3:17])([CH3:16])[O:10]2)[CH:6]=[N:5]1)[CH2:18][OH:19]. The catalyst class is: 14. (2) Reactant: [Cl:1][C:2]1[CH:3]=[C:4]2[C:8](=[CH:9][CH:10]=1)[NH:7][C:6]([C:11](N(OC)C)=[O:12])=[CH:5]2.[CH2:17]([Li])[CH2:18][CH2:19][CH2:20][CH2:21][CH3:22]. Product: [Cl:1][C:2]1[CH:3]=[C:4]2[C:8](=[CH:9][CH:10]=1)[NH:7][C:6]([C:11](=[O:12])[CH2:17][CH2:18][CH2:19][CH2:20][CH2:21][CH3:22])=[CH:5]2. The catalyst class is: 1. (3) Reactant: [BrH:1].[Cl:2][C:3]1[CH:12]=[C:11]([C:13](=[O:17])[CH:14]=[N+]=[N-])[CH:10]=[CH:9][C:4]=1[C:5]([O:7][CH3:8])=[O:6]. Product: [Br:1][CH2:14][C:13]([C:11]1[CH:10]=[CH:9][C:4]([C:5]([O:7][CH3:8])=[O:6])=[C:3]([Cl:2])[CH:12]=1)=[O:17]. The catalyst class is: 27. (4) Reactant: I[C:2]1[CH:10]=[CH:9][C:8]([N:11]2[CH:16]=[CH:15][CH:14]=[CH:13][C:12]2=[O:17])=[CH:7][C:3]=1[C:4]([OH:6])=[O:5].[OH:18][CH2:19][C:20]1[N:21]=[CH:22][NH:23][CH:24]=1.OC1C=CC=C2C=1N=CC=C2.C([O-])([O-])=O.[K+].[K+]. Product: [OH:18][CH2:19][C:20]1[N:21]=[CH:22][N:23]([C:2]2[CH:10]=[CH:9][C:8]([N:11]3[CH:16]=[CH:15][CH:14]=[CH:13][C:12]3=[O:17])=[CH:7][C:3]=2[C:4]([OH:6])=[O:5])[CH:24]=1. The catalyst class is: 156. (5) Reactant: [OH-].[Na+].[I-].[OH:4][CH2:5][CH2:6][N+:7]1([CH3:24])[CH2:12][CH2:11][N:10]([C:13](=[O:23])[NH:14][C:15]2[CH:20]=[C:19]([Cl:21])[CH:18]=[C:17]([Cl:22])[CH:16]=2)[CH2:9][CH2:8]1.CO. Product: [Cl-:21].[OH:4][CH2:5][CH2:6][N+:7]1([CH3:24])[CH2:12][CH2:11][N:10]([C:13](=[O:23])[NH:14][C:15]2[CH:20]=[C:19]([Cl:21])[CH:18]=[C:17]([Cl:22])[CH:16]=2)[CH2:9][CH2:8]1. The catalyst class is: 6. (6) Reactant: [CH3:1][C:2]([CH3:19])([CH2:12][C:13]1[CH:18]=[CH:17][N:16]=[CH:15][CH:14]=1)[C:3]([O:5][CH2:6][CH2:7][Si:8]([CH3:11])([CH3:10])[CH3:9])=[O:4].ClC1C=CC=C(C(OO)=O)C=1.C[Si]([C:35]#[N:36])(C)C.CN(C)C(Cl)=O. Product: [CH3:1][C:2]([CH3:19])([CH2:12][C:13]1[CH:18]=[CH:17][N:16]=[C:15]([C:35]#[N:36])[CH:14]=1)[C:3]([O:5][CH2:6][CH2:7][Si:8]([CH3:9])([CH3:10])[CH3:11])=[O:4]. The catalyst class is: 84. (7) Reactant: [NH2:1][N:2]1[C:11](=[O:12])[C:10]2[C:5](=[C:6]([CH3:15])[C:7](F)=[C:8]([F:13])[CH:9]=2)[N:4]([CH:16]2[CH2:18][CH2:17]2)[C:3]1=[O:19].[O:20]1[CH:24]=[CH:23][N:22]=[C:21]1[CH:25]([NH2:31])[CH:26]1[CH2:30][CH2:29][NH:28][CH2:27]1.CN(C)C(N(C)C)=N. Product: [NH2:1][N:2]1[C:11](=[O:12])[C:10]2[C:5](=[C:6]([CH3:15])[C:7]([N:28]3[CH2:29][CH2:30][CH:26]([CH:25]([NH2:31])[C:21]4[O:20][CH:24]=[CH:23][N:22]=4)[CH2:27]3)=[C:8]([F:13])[CH:9]=2)[N:4]([CH:16]2[CH2:18][CH2:17]2)[C:3]1=[O:19]. The catalyst class is: 550.